From a dataset of Reaction yield outcomes from USPTO patents with 853,638 reactions. Predict the reaction yield, written as a fraction of the theoretical maximum amount of product (1.0 means a 100% yield; for example, 0.34 means a 34% yield). (1) The reactants are [Cl:1][C:2]1[CH:7]=[CH:6][C:5]([S:8]([NH:11][C@H:12]([C@@H:15]([OH:17])[CH3:16])[CH2:13][OH:14])(=[O:10])=[O:9])=[CH:4][CH:3]=1.Br[CH2:19][C:20]1[CH:27]=[CH:26][C:23]([C:24]#[N:25])=[CH:22][C:21]=1[F:28].C(=O)([O-])[O-].[Cs+].[Cs+].O. The catalyst is CN(C=O)C. The product is [Cl:1][C:2]1[CH:3]=[CH:4][C:5]([S:8]([N:11]([CH2:19][C:20]2[CH:27]=[CH:26][C:23]([C:24]#[N:25])=[CH:22][C:21]=2[F:28])[C@H:12]([C@@H:15]([OH:17])[CH3:16])[CH2:13][OH:14])(=[O:10])=[O:9])=[CH:6][CH:7]=1. The yield is 0.496. (2) The reactants are C(N(CC)CC)C.Cl[C:9](OC1C=CC([N+]([O-])=O)=CC=1)=[O:10].[C:21]([NH:25][C:26]([C:28]1[CH:32]=[C:31]([C:33]2[CH:38]=[CH:37][C:36]([CH2:39][NH2:40])=[CH:35][N:34]=2)[N:30]([C:41]2[CH:46]=[CH:45][CH:44]=[CH:43][CH:42]=2)[N:29]=1)=[O:27])([CH3:24])([CH3:23])[CH3:22].[NH:47]1[CH2:52][CH2:51][O:50][CH2:49][CH2:48]1. The catalyst is ClCCl.CO. The product is [C:21]([NH:25][C:26]([C:28]1[CH:32]=[C:31]([C:33]2[N:34]=[CH:35][C:36]([CH2:39][NH:40][C:9]([N:47]3[CH2:52][CH2:51][O:50][CH2:49][CH2:48]3)=[O:10])=[CH:37][CH:38]=2)[N:30]([C:41]2[CH:46]=[CH:45][CH:44]=[CH:43][CH:42]=2)[N:29]=1)=[O:27])([CH3:24])([CH3:22])[CH3:23]. The yield is 0.600. (3) The reactants are [F:1][C:2]([F:16])([F:15])[C:3]1[CH:4]=[C:5]([CH:8]=[C:9]([C:11]([F:14])([F:13])[F:12])[CH:10]=1)[CH:6]=[O:7].[CH2:17]([Mg]Br)[CH3:18].Cl. The catalyst is O1CCCC1. The product is [F:1][C:2]([F:15])([F:16])[C:3]1[CH:4]=[C:5]([CH:6]([OH:7])[CH2:17][CH3:18])[CH:8]=[C:9]([C:11]([F:14])([F:12])[F:13])[CH:10]=1. The yield is 0.490. (4) The reactants are [CH2:1]([C@@:5]1([CH2:28][CH3:29])[NH:11][C@H:10]([C:12]2[CH:17]=[CH:16][CH:15]=[CH:14][CH:13]=2)[C:9]2[CH:18]=[C:19]([O:24][CH3:25])[C:20]([C:22]#[N:23])=[CH:21][C:8]=2[S:7](=[O:27])(=[O:26])[CH2:6]1)[CH2:2][CH2:3][CH3:4].Cl. The catalyst is [Pd].C(O)C. The product is [CH2:1]([C@@:5]1([CH2:28][CH3:29])[NH:11][C@H:10]([C:12]2[CH:13]=[CH:14][CH:15]=[CH:16][CH:17]=2)[C:9]2[CH:18]=[C:19]([O:24][CH3:25])[C:20]([CH2:22][NH2:23])=[CH:21][C:8]=2[S:7](=[O:26])(=[O:27])[CH2:6]1)[CH2:2][CH2:3][CH3:4]. The yield is 0.790. (5) The reactants are C(OC([N:8]1[CH2:12][CH2:11][C@H:10]([C:13]2[CH:18]=[CH:17][CH:16]=[CH:15][CH:14]=2)[CH2:9]1)=O)(C)(C)C.Cl. The catalyst is CO. The product is [C:13]1([C@H:10]2[CH2:11][CH2:12][NH:8][CH2:9]2)[CH:18]=[CH:17][CH:16]=[CH:15][CH:14]=1. The yield is 0.610.